Dataset: Full USPTO retrosynthesis dataset with 1.9M reactions from patents (1976-2016). Task: Predict the reactants needed to synthesize the given product. Given the product [F:1][C:2]1[CH:3]=[C:4]([CH:16]=[CH:17][C:18]=1[F:19])[CH2:5][N:6]1[CH:11]=[CH:10][CH:9]=[C:8]([C:12]([NH:58][CH:59]([C:63]2[S:64][CH:65]=[CH:66][CH:67]=2)[C:60]([OH:62])=[O:61])=[O:14])[C:7]1=[O:15], predict the reactants needed to synthesize it. The reactants are: [F:1][C:2]1[CH:3]=[C:4]([CH:16]=[CH:17][C:18]=1[F:19])[CH2:5][N:6]1[CH:11]=[CH:10][CH:9]=[C:8]([C:12]([OH:14])=O)[C:7]1=[O:15].CN(C)C=O.C(N(CC)C(C)C)(C)C.F[P-](F)(F)(F)(F)F.C[N+](C)=C(N(C)C)ON1C2N=CC=CC=2N=N1.[NH2:58][CH:59]([C:63]1[S:64][CH:65]=[CH:66][CH:67]=1)[C:60]([OH:62])=[O:61].